Dataset: Full USPTO retrosynthesis dataset with 1.9M reactions from patents (1976-2016). Task: Predict the reactants needed to synthesize the given product. (1) The reactants are: [NH2:1][C:2]1[C:7]([CH3:8])=[CH:6][CH:5]=[CH:4][N:3]=1.C(=O)([O-])O.[Na+].Cl[CH2:15][CH:16]=O.[OH-].[Na+]. Given the product [CH3:8][C:7]1[C:2]2[N:3]([CH:15]=[CH:16][N:1]=2)[CH:4]=[CH:5][CH:6]=1, predict the reactants needed to synthesize it. (2) Given the product [CH3:1][O:2][C:3](=[O:27])[C@H:4]([NH:16][C:17]([O:19][CH2:20][C:21]1[CH:26]=[CH:25][CH:24]=[CH:23][CH:22]=1)=[O:18])[CH2:5][C:6]1[CH:15]=[CH:14][C:9]2[N:10]([S:38]([CH2:37][CH2:36][Si:35]([CH3:43])([CH3:42])[CH3:34])(=[O:40])=[O:39])[C:11]([CH3:13])=[N:12][C:8]=2[CH:7]=1, predict the reactants needed to synthesize it. The reactants are: [CH3:1][O:2][C:3](=[O:27])[C@H:4]([NH:16][C:17]([O:19][CH2:20][C:21]1[CH:26]=[CH:25][CH:24]=[CH:23][CH:22]=1)=[O:18])[CH2:5][C:6]1[CH:15]=[CH:14][C:9]2[NH:10][C:11]([CH3:13])=[N:12][C:8]=2[CH:7]=1.C(=O)([O-])[O-].[Na+].[Na+].[CH3:34][Si:35]([CH3:43])([CH3:42])[CH2:36][CH2:37][S:38](Cl)(=[O:40])=[O:39]. (3) Given the product [OH:23][CH2:24][C:16]1[CH:17]=[CH:18][C:11]2[CH2:10][CH2:9][N:8]([C:6]([O:5][C:1]([CH3:4])([CH3:3])[CH3:2])=[O:7])[CH2:14][CH2:13][C:12]=2[CH:15]=1, predict the reactants needed to synthesize it. The reactants are: [C:1]([O:5][C:6]([N:8]1[CH2:14][CH2:13][C:12]2[CH:15]=[CH:16][CH:17]=[CH:18][C:11]=2[CH:10](C(O)=O)[CH2:9]1)=[O:7])([CH3:4])([CH3:3])[CH3:2].B.[O:23]1CCC[CH2:24]1.C(=O)(O)[O-].[Na+]. (4) Given the product [OH:10][CH2:9][CH2:8][C:4]1[CH:3]=[C:2]([NH:1][C:18]([C:14]2[S:13][C:12]([CH3:11])=[N:16][C:15]=2[CH3:17])=[O:19])[CH:7]=[CH:6][CH:5]=1, predict the reactants needed to synthesize it. The reactants are: [NH2:1][C:2]1[CH:3]=[C:4]([CH2:8][CH2:9][OH:10])[CH:5]=[CH:6][CH:7]=1.[CH3:11][C:12]1[S:13][C:14]([C:18](O)=[O:19])=[C:15]([CH3:17])[N:16]=1.Cl.CN(C)CCCN=C=NCC.ON1C2C=CC=CC=2N=N1.